From a dataset of Full USPTO retrosynthesis dataset with 1.9M reactions from patents (1976-2016). Predict the reactants needed to synthesize the given product. (1) The reactants are: [CH:1]1([C:7]2[CH:12]=[C:11]([CH3:13])[NH:10][C:9](=[O:14])[C:8]=2[C:15]#[N:16])[CH2:6][CH2:5][CH2:4][CH2:3][CH2:2]1.[BH4-].[Na+].II.Cl. Given the product [NH2:16][CH2:15][C:8]1[C:9](=[O:14])[NH:10][C:11]([CH3:13])=[CH:12][C:7]=1[CH:1]1[CH2:6][CH2:5][CH2:4][CH2:3][CH2:2]1, predict the reactants needed to synthesize it. (2) Given the product [C:2]([O:5][C:6]([NH:8][C@H:9]([C:22](=[O:24])[NH:25][CH:26]1[CH2:34][C:33]2[C:28](=[CH:29][CH:30]=[CH:31][CH:32]=2)[CH2:27]1)[CH2:10][CH2:11][C:12]([O:14][CH2:15][C:16]1[CH:17]=[CH:18][CH:19]=[CH:20][CH:21]=1)=[O:13])=[O:7])([CH3:1])([CH3:3])[CH3:4], predict the reactants needed to synthesize it. The reactants are: [CH3:1][C:2]([O:5][C:6]([NH:8][C@H:9]([C:22]([OH:24])=O)[CH2:10][CH2:11][C:12]([O:14][CH2:15][C:16]1[CH:21]=[CH:20][CH:19]=[CH:18][CH:17]=1)=[O:13])=[O:7])([CH3:4])[CH3:3].[NH2:25][CH:26]1[CH2:34][C:33]2[C:28](=[CH:29][CH:30]=[CH:31][CH:32]=2)[CH2:27]1.C(Cl)CCl.C1C=CC2N(O)N=NC=2C=1.CN1CCOCC1.